Dataset: Peptide-MHC class II binding affinity with 134,281 pairs from IEDB. Task: Regression. Given a peptide amino acid sequence and an MHC pseudo amino acid sequence, predict their binding affinity value. This is MHC class II binding data. The peptide sequence is DVKFPGGWQIVGGVY. The MHC is HLA-DQA10501-DQB10301 with pseudo-sequence HLA-DQA10501-DQB10301. The binding affinity (normalized) is 0.475.